From a dataset of Cav3 T-type calcium channel HTS with 100,875 compounds. Binary Classification. Given a drug SMILES string, predict its activity (active/inactive) in a high-throughput screening assay against a specified biological target. (1) The molecule is o1c(CNc2ncnc3n(ncc23)c2ccc(OC)cc2)ccc1. The result is 0 (inactive). (2) The molecule is O(c1nn(c2ccccc2)c(=O)cc1)CC(=O)N. The result is 0 (inactive). (3) The molecule is O1C(C(=O)NC2CCCCC2)CNc2c1ccc(c2)C. The result is 0 (inactive). (4) The compound is O=c1[nH]c2c(cc1C(N1CCc3c(C1)cccc3)c1n(nnn1)Cc1occc1)cc(c(c2)C)C. The result is 0 (inactive). (5) The compound is S=C1N(CCC)C(=O)C(/N1)=C/c1cc(c(N2CCCC2)cc1)C. The result is 1 (active). (6) The result is 0 (inactive). The molecule is S([O-])(=O)(=O)C(CC[n+]1c2c(sc1C)cccc2)C. (7) The molecule is FC(F)(F)C(NC(=O)NC(=O)N)(C(F)(F)F)C. The result is 0 (inactive).